This data is from Reaction yield outcomes from USPTO patents with 853,638 reactions. The task is: Predict the reaction yield, written as a fraction of the theoretical maximum amount of product (1.0 means a 100% yield; for example, 0.34 means a 34% yield). (1) The reactants are [C:1]([N:4]1[C:13]2[C:8](=[CH:9][C:10]([C:14]3[CH2:19][CH2:18][N:17]([C:20]([O:22][C:23]([CH3:26])([CH3:25])[CH3:24])=[O:21])[CH2:16][CH:15]=3)=[CH:11][CH:12]=2)[C@H:7]([NH2:27])[C@@H:6]([CH3:28])[C@@H:5]1[CH:29]1[CH2:31][CH2:30]1)(=[O:3])[CH3:2].Br[C:33]1[CH:40]=[CH:39][C:36]([C:37]#[N:38])=[CH:35][CH:34]=1.CN(C1C(C2C(P(C3CCCCC3)C3CCCCC3)=CC=CC=2)=CC=CC=1)C.CC(C)([O-])C.[Na+]. The catalyst is C(Cl)Cl.C1C=CC(/C=C/C(/C=C/C2C=CC=CC=2)=O)=CC=1.C1C=CC(/C=C/C(/C=C/C2C=CC=CC=2)=O)=CC=1.C1C=CC(/C=C/C(/C=C/C2C=CC=CC=2)=O)=CC=1.[Pd].[Pd].O1CCOCC1. The product is [C:1]([N:4]1[C:13]2[C:8](=[CH:9][C:10]([C:14]3[CH2:19][CH2:18][N:17]([C:20]([O:22][C:23]([CH3:26])([CH3:25])[CH3:24])=[O:21])[CH2:16][CH:15]=3)=[CH:11][CH:12]=2)[C@H:7]([NH:27][C:33]2[CH:40]=[CH:39][C:36]([C:37]#[N:38])=[CH:35][CH:34]=2)[C@@H:6]([CH3:28])[C@@H:5]1[CH:29]1[CH2:30][CH2:31]1)(=[O:3])[CH3:2]. The yield is 0.377. (2) The reactants are [CH2:1]([C:8]1[C:9](=[O:18])[NH:10][C:11]([O:15][CH2:16][CH3:17])=[N:12][C:13]=1[CH3:14])[C:2]1[CH:7]=[CH:6][CH:5]=[CH:4][CH:3]=1.Br[CH2:20][C:21]1[CH:26]=[CH:25][C:24]([C:27]2[CH:32]=[CH:31][CH:30]=[CH:29][C:28]=2[C:33]2[N:37]=[C:36](C(Cl)(Cl)Cl)[O:35][N:34]=2)=[CH:23][CH:22]=1.C(=O)([O-])[O-:43].[Cs+].[Cs+]. The catalyst is CN(C)C=O.C(OCC)(=O)C. The product is [CH2:1]([C:8]1[C:9](=[O:18])[N:10]([CH2:20][C:21]2[CH:26]=[CH:25][C:24]([C:27]3[CH:32]=[CH:31][CH:30]=[CH:29][C:28]=3[C:33]3[NH:37][C:36](=[O:43])[O:35][N:34]=3)=[CH:23][CH:22]=2)[C:11]([O:15][CH2:16][CH3:17])=[N:12][C:13]=1[CH3:14])[C:2]1[CH:3]=[CH:4][CH:5]=[CH:6][CH:7]=1. The yield is 0.200. (3) The reactants are Cl.[CH3:2][O:3][C:4](=[O:11])[C@H:5]([CH2:7][CH:8]([CH3:10])[CH3:9])[NH2:6].[O-]S([O-])(=O)=O.[Mg+2].[C:18]1([C:26]2[CH:31]=[CH:30][CH:29]=[CH:28][CH:27]=2)[C:19](C=O)=[CH:20][CH:21]=[CH:22][CH:23]=1.[CH3:32]CN(CC)CC.[BH4-].[Na+]. The catalyst is CO.C1COCC1. The product is [C:26]1([C:18]2[CH:23]=[CH:22][CH:21]=[CH:20][CH:19]=2)[CH:27]=[CH:28][C:29]([CH2:32][NH:6][C@@H:5]([CH2:7][CH:8]([CH3:10])[CH3:9])[C:4]([O:3][CH3:2])=[O:11])=[CH:30][CH:31]=1. The yield is 0.440. (4) The reactants are [CH:1]([C:4]1[N:5]=[C:6](/[CH:9]=[CH:10]/[C:11]2[CH:41]=[CH:40][N:14]3[C:15](=[O:39])[C:16](/[CH:30]=[CH:31]/[C:32]([O:34][C:35]([CH3:38])([CH3:37])[CH3:36])=[O:33])=[C:17](OS(C4C=CC(C)=CC=4)(=O)=O)[N:18]=[C:13]3[CH:12]=2)[S:7][CH:8]=1)([CH3:3])[CH3:2].[NH:42]1[CH2:47][CH2:46][O:45][CH2:44][CH2:43]1. The catalyst is CN(C)C=O. The product is [CH:1]([C:4]1[N:5]=[C:6](/[CH:9]=[CH:10]/[C:11]2[CH:41]=[CH:40][N:14]3[C:15](=[O:39])[C:16](/[CH:30]=[CH:31]/[C:32]([O:34][C:35]([CH3:36])([CH3:38])[CH3:37])=[O:33])=[C:17]([N:42]4[CH2:47][CH2:46][O:45][CH2:44][CH2:43]4)[N:18]=[C:13]3[CH:12]=2)[S:7][CH:8]=1)([CH3:3])[CH3:2]. The yield is 0.870. (5) The reactants are [F:1][C:2]1[CH:3]=[C:4]([CH:9]=[CH:10][C:11]=1[C:12]1[C:16]2=[N:17][CH:18]=[CH:19][CH:20]=[C:15]2[NH:14][N:13]=1)[C:5]([O:7][CH3:8])=[O:6].[Br:21][C:22]1[CH:30]=[C:29]([CH3:31])[C:25]([C:26](Cl)=[O:27])=[C:24]([Cl:32])[CH:23]=1.CC(=O)OCC. The catalyst is C(Cl)Cl.CN(C1C=CN=CC=1)C. The product is [Br:21][C:22]1[CH:30]=[C:29]([CH3:31])[C:25]([C:26]([N:14]2[C:15]3[C:16](=[N:17][CH:18]=[CH:19][CH:20]=3)[C:12]([C:11]3[CH:10]=[CH:9][C:4]([C:5]([O:7][CH3:8])=[O:6])=[CH:3][C:2]=3[F:1])=[N:13]2)=[O:27])=[C:24]([Cl:32])[CH:23]=1. The yield is 0.850.